Dataset: Reaction yield outcomes from USPTO patents with 853,638 reactions. Task: Predict the reaction yield, written as a fraction of the theoretical maximum amount of product (1.0 means a 100% yield; for example, 0.34 means a 34% yield). (1) The reactants are [CH3:1][NH:2][CH:3]1[CH2:8][CH2:7][CH2:6][CH2:5][CH2:4]1.Br[CH2:10][CH2:11][C:12]([O:14][CH2:15][CH3:16])=[O:13]. The catalyst is C(O)C. The product is [CH2:15]([O:14][C:12](=[O:13])[CH2:11][CH2:10][N:2]([CH:3]1[CH2:8][CH2:7][CH2:6][CH2:5][CH2:4]1)[CH3:1])[CH3:16]. The yield is 0.800. (2) The reactants are [CH3:1][S:2]([OH:5])(=[O:4])=[O:3].[OH:6][C:7]1[CH:8]=[C:9]([C:13]2[N:14]=[C:15]3[C:20](=[N:21][C:22]=2[C:23]2[CH:28]=[CH:27][CH:26]=[C:25]([OH:29])[CH:24]=2)[N:19]=[CH:18][N:17]=[C:16]3[NH2:30])[CH:10]=[CH:11][CH:12]=1.C(OCC)C. The catalyst is CO. The product is [CH3:1][S:2]([OH:5])(=[O:4])=[O:3].[OH:6][C:7]1[CH:8]=[C:9]([C:13]2[N:14]=[C:15]3[C:20](=[N:21][C:22]=2[C:23]2[CH:28]=[CH:27][CH:26]=[C:25]([OH:29])[CH:24]=2)[N:19]=[CH:18][N:17]=[C:16]3[NH2:30])[CH:10]=[CH:11][CH:12]=1. The yield is 0.971. (3) The reactants are [Br:1][C:2]1[CH:10]=[C:9]2[C:5]([CH2:6][C:7]3([CH2:16][CH2:15][C:14]([F:18])([F:17])[CH2:13][CH2:12]3)[C:8]2=O)=[CH:4][CH:3]=1.[CH3:19][C:20]([S:23]([NH2:25])=[O:24])([CH3:22])[CH3:21].CCOC(C)=O.C([O-])(O)=O.[Na+]. The product is [Br:1][C:2]1[CH:10]=[C:9]2[C:5](=[CH:4][CH:3]=1)[CH2:6][C:7]1([CH2:16][CH2:15][C:14]([F:18])([F:17])[CH2:13][CH2:12]1)[C:8]2=[N:25][S:23]([C:20]([CH3:22])([CH3:21])[CH3:19])=[O:24]. The yield is 0.310. The catalyst is CCCCCCC.[O-]CC.[Ti+4].[O-]CC.[O-]CC.[O-]CC.